From a dataset of Forward reaction prediction with 1.9M reactions from USPTO patents (1976-2016). Predict the product of the given reaction. (1) Given the reactants [NH2:1][C:2]1[CH:3]=[C:4]([C:8]([C:10]2[S:11][C:12]([NH:15][C:16]3[CH:21]=[CH:20][C:19]([N:22]4[CH2:27][CH2:26][N:25]([CH3:28])[CH2:24][CH2:23]4)=[CH:18][C:17]=3[O:29][CH3:30])=[N:13][N:14]=2)=[O:9])[CH:5]=[CH:6][CH:7]=1.CCN(C(C)C)C(C)C.[C:40](Cl)(=[O:43])[CH:41]=[CH2:42], predict the reaction product. The product is: [CH3:30][O:29][C:17]1[CH:18]=[C:19]([N:22]2[CH2:27][CH2:26][N:25]([CH3:28])[CH2:24][CH2:23]2)[CH:20]=[CH:21][C:16]=1[NH:15][C:12]1[S:11][C:10]([C:8]([C:4]2[CH:3]=[C:2]([NH:1][C:40](=[O:43])[CH:41]=[CH2:42])[CH:7]=[CH:6][CH:5]=2)=[O:9])=[N:14][N:13]=1. (2) Given the reactants [N+:1]([O:4][CH2:5][CH2:6][CH2:7][CH2:8][C:9]([OH:11])=O)([O-:3])=[O:2].C(Cl)(=O)C([Cl:15])=O, predict the reaction product. The product is: [N+:1]([O-:3])([O:4][CH2:5][CH2:6][CH2:7][CH2:8][C:9]([Cl:15])=[O:11])=[O:2]. (3) Given the reactants [N+:1]([C:4]1[C:9]([CH3:10])=[CH:8][C:7]([CH3:11])=[C:6]([C:12]([OH:14])=[O:13])[C:5]=1[CH3:15])([O-:3])=[O:2].Cl.[CH2:17](O)[CH3:18], predict the reaction product. The product is: [N+:1]([C:4]1[C:9]([CH3:10])=[CH:8][C:7]([CH3:11])=[C:6]([C:12]([O:14][CH2:17][CH3:18])=[O:13])[C:5]=1[CH3:15])([O-:3])=[O:2]. (4) Given the reactants [NH2:1][C:2]1[N:7]=[C:6]([CH:8]2[CH2:13][CH2:12][CH2:11][N:10]([C:14]([O:16][C:17]([CH3:20])([CH3:19])[CH3:18])=[O:15])[CH2:9]2)[CH:5]=[C:4]([C:21]2[C:26]([CH:27]=[CH2:28])=[CH:25][CH:24]=[CH:23][C:22]=2[OH:29])[N:3]=1.[H][H], predict the reaction product. The product is: [NH2:1][C:2]1[N:7]=[C:6]([CH:8]2[CH2:13][CH2:12][CH2:11][N:10]([C:14]([O:16][C:17]([CH3:20])([CH3:19])[CH3:18])=[O:15])[CH2:9]2)[CH:5]=[C:4]([C:21]2[C:22]([OH:29])=[CH:23][CH:24]=[CH:25][C:26]=2[CH2:27][CH3:28])[N:3]=1. (5) Given the reactants Cl[C:2]1[N:7]=[N:6][C:5]([CH2:8][N:9]2[C:18]3[C:13](=[CH:14][CH:15]=[CH:16][C:17]=3[F:19])[C:12](=[O:20])[C:11]([C:21]([OH:23])=[O:22])=[CH:10]2)=[CH:4][CH:3]=1.[NH:24]1[CH2:29][CH2:28][CH2:27][CH2:26][CH2:25]1, predict the reaction product. The product is: [F:19][C:17]1[CH:16]=[CH:15][CH:14]=[C:13]2[C:18]=1[N:9]([CH2:8][C:5]1[N:6]=[N:7][C:2]([N:24]3[CH2:29][CH2:28][CH2:27][CH2:26][CH2:25]3)=[CH:3][CH:4]=1)[CH:10]=[C:11]([C:21]([OH:23])=[O:22])[C:12]2=[O:20].